Dataset: Reaction yield outcomes from USPTO patents with 853,638 reactions. Task: Predict the reaction yield, written as a fraction of the theoretical maximum amount of product (1.0 means a 100% yield; for example, 0.34 means a 34% yield). (1) The reactants are [Cl:1][C:2]1[CH:7]=[CH:6][C:5]([C:8]([F:11])([F:10])[F:9])=[CH:4][C:3]=1[NH:12][C:13]1[O:17][C:16]([C:18]2[CH:23]=[CH:22][C:21]([OH:24])=[CH:20][CH:19]=2)=[N:15][N:14]=1.C[Si]([N-][Si](C)(C)C)(C)C.[K+].Cl[C:36]1[N:41]=[C:40]([NH2:42])[N:39]=[C:38]([NH2:43])[CH:37]=1.C([O-])([O-])=O.[K+].[K+]. The catalyst is CN(C=O)C.CO. The product is [Cl:1][C:2]1[CH:7]=[CH:6][C:5]([C:8]([F:9])([F:10])[F:11])=[CH:4][C:3]=1[NH:12][C:13]1[O:17][C:16]([C:18]2[CH:23]=[CH:22][C:21]([O:24][C:36]3[N:41]=[C:40]([NH2:42])[N:39]=[C:38]([NH2:43])[CH:37]=3)=[CH:20][CH:19]=2)=[N:15][N:14]=1. The yield is 0.565. (2) The reactants are [CH3:1][N:2]([CH3:36])[C:3]1[CH:4]=[C:5]([C:9](=[N:16][O:17][CH2:18][C:19]2[N:24]=[C:23]([N:25]3C(=O)C4C(=CC=CC=4)C3=O)[CH:22]=[CH:21][CH:20]=2)[C:10]2[N:14]([CH3:15])[N:13]=[N:12][N:11]=2)[CH:6]=[CH:7][CH:8]=1.O.NN. The catalyst is C1COCC1. The product is [CH3:1][N:2]([CH3:36])[C:3]1[CH:4]=[C:5]([C:9](=[N:16][O:17][CH2:18][C:19]2[N:24]=[C:23]([NH2:25])[CH:22]=[CH:21][CH:20]=2)[C:10]2[N:14]([CH3:15])[N:13]=[N:12][N:11]=2)[CH:6]=[CH:7][CH:8]=1. The yield is 0.890. (3) The reactants are [N+:1]([C:4]1[N:9]=[CH:8][C:7]([N:10]2[CH2:15][CH2:14][N:13]([C:16]([O:18][C:19]([CH3:22])([CH3:21])[CH3:20])=[O:17])[CH2:12][CH2:11]2)=[CH:6][CH:5]=1)([O-])=O. The catalyst is [Pd].C(O)C. The product is [NH2:1][C:4]1[N:9]=[CH:8][C:7]([N:10]2[CH2:15][CH2:14][N:13]([C:16]([O:18][C:19]([CH3:22])([CH3:21])[CH3:20])=[O:17])[CH2:12][CH2:11]2)=[CH:6][CH:5]=1. The yield is 0.970. (4) The reactants are [O:1]=[C:2]1[C:10]2([C:14]3=[CH:15][C:16]4[O:20][CH2:19][O:18][C:17]=4[CH:21]=[C:13]3[O:12][CH2:11]2)[C:9]2[C:4](=[CH:5][CH:6]=[CH:7][CH:8]=2)[N:3]1[CH2:22][C:23]([O:25]CC)=[O:24].O.[OH-].[Li+].Cl. The catalyst is C1COCC1.O. The product is [O:1]=[C:2]1[C:10]2([C:14]3=[CH:15][C:16]4[O:20][CH2:19][O:18][C:17]=4[CH:21]=[C:13]3[O:12][CH2:11]2)[C:9]2[C:4](=[CH:5][CH:6]=[CH:7][CH:8]=2)[N:3]1[CH2:22][C:23]([OH:25])=[O:24]. The yield is 0.870.